This data is from Peptide-MHC class II binding affinity with 134,281 pairs from IEDB. The task is: Regression. Given a peptide amino acid sequence and an MHC pseudo amino acid sequence, predict their binding affinity value. This is MHC class II binding data. (1) The peptide sequence is AVTYYKEADYSQIPI. The MHC is DRB1_1101 with pseudo-sequence DRB1_1101. The binding affinity (normalized) is 0.00911. (2) The peptide sequence is PSMGRDIKVQFQSGG. The MHC is DRB1_1501 with pseudo-sequence DRB1_1501. The binding affinity (normalized) is 0.443.